This data is from Catalyst prediction with 721,799 reactions and 888 catalyst types from USPTO. The task is: Predict which catalyst facilitates the given reaction. (1) Reactant: [F:1][C:2]1[C:7]2[C:8]([C:18](=[O:21])[NH:19][CH3:20])=[C:9]([C:11]3[CH:16]=[CH:15][C:14]([F:17])=[CH:13][CH:12]=3)[O:10][C:6]=2[CH:5]=[CH:4][C:3]=1[C:22]1[CH:23]=[C:24]([CH:28]=[CH:29][C:30]=1[CH3:31])[C:25](O)=[O:26].[CH3:32][C:33]1[CH:38]=[CH:37][N:36]=[C:35]([C:39]2([NH2:42])[CH2:41][CH2:40]2)[N:34]=1.C(N(CC)CC)C. Product: [F:1][C:2]1[C:7]2[C:8]([C:18]([NH:19][CH3:20])=[O:21])=[C:9]([C:11]3[CH:16]=[CH:15][C:14]([F:17])=[CH:13][CH:12]=3)[O:10][C:6]=2[CH:5]=[CH:4][C:3]=1[C:22]1[CH:23]=[C:24]([C:25](=[O:26])[NH:42][C:39]2([C:35]3[N:34]=[C:33]([CH3:32])[CH:38]=[CH:37][N:36]=3)[CH2:40][CH2:41]2)[CH:28]=[CH:29][C:30]=1[CH3:31]. The catalyst class is: 3. (2) Reactant: [Cl-].[CH3:2][O:3][CH2:4][PH3+].CC(C)([O-])C.[K+].[CH:12]([CH:14]1[CH2:19][CH2:18][CH2:17][N:16]([C:20]([O:22][C:23]([CH3:26])([CH3:25])[CH3:24])=[O:21])[CH2:15]1)=O. Product: [CH3:2][O:3][CH:4]=[CH:12][CH:14]1[CH2:19][CH2:18][CH2:17][N:16]([C:20]([O:22][C:23]([CH3:24])([CH3:26])[CH3:25])=[O:21])[CH2:15]1. The catalyst class is: 1. (3) Reactant: [CH2:1]([O:3][C:4](=[O:19])[CH:5]=[C:6]([O:8][C:9]1[CH:14]=[CH:13][CH:12]=[C:11]([C:15]([F:18])([F:17])[F:16])[CH:10]=1)[CH3:7])[CH3:2].[Br:20]N1C(=O)CCC1=O.C(OOC(=O)C1C=CC=CC=1)(=O)C1C=CC=CC=1. Product: [CH2:1]([O:3][C:4](=[O:19])[CH:5]=[C:6]([O:8][C:9]1[CH:14]=[CH:13][CH:12]=[C:11]([C:15]([F:16])([F:18])[F:17])[CH:10]=1)[CH2:7][Br:20])[CH3:2]. The catalyst class is: 53. (4) Reactant: [Cl:1][C:2]1[CH:7]=[C:6]([O:8][C:9]2[C:18]3[C:13](=[CH:14][C:15]([OH:21])=[C:16]([O:19][CH3:20])[CH:17]=3)[N:12]=[CH:11][CH:10]=2)[CH:5]=[CH:4][C:3]=1[NH:22][C:23]([NH:25][CH2:26][CH2:27][CH3:28])=[O:24].C(=O)([O-])[O-].[K+].[K+].Br[CH2:36][CH2:37][OH:38].O. Product: [Cl:1][C:2]1[CH:7]=[C:6]([O:8][C:9]2[C:18]3[C:13](=[CH:14][C:15]([O:21][CH2:36][CH2:37][OH:38])=[C:16]([O:19][CH3:20])[CH:17]=3)[N:12]=[CH:11][CH:10]=2)[CH:5]=[CH:4][C:3]=1[NH:22][C:23]([NH:25][CH2:26][CH2:27][CH3:28])=[O:24]. The catalyst class is: 9. (5) Reactant: [H-].[Na+].Cl[CH:4]([C:8]1[CH:13]=[CH:12][C:11]([F:14])=[CH:10][C:9]=1[F:15])[CH2:5][CH2:6]Cl.C1(C)C(S([CH2:25][N+:26]#[C-])(=O)=O)=CC=CC=1.O.[CH3:30]S(C)=O. Product: [F:15][C:9]1[CH:10]=[C:11]([F:14])[CH:12]=[CH:13][C:8]=1[C:4]1[CH2:30][CH2:6][C:5]=1[N+:26]#[C-:25]. The catalyst class is: 27.